This data is from Full USPTO retrosynthesis dataset with 1.9M reactions from patents (1976-2016). The task is: Predict the reactants needed to synthesize the given product. (1) The reactants are: C([Li])CCC.[O:6]1[C:11]2[CH:12]=[CH:13][C:14]([C:16]3[N:17]=[C:18]([C:21]4[CH:26]=[CH:25][CH:24]=[CH:23][CH:22]=4)[S:19][CH:20]=3)=[CH:15][C:10]=2[CH2:9][CH2:8][CH2:7]1.[C:27]([O:31][CH2:32][CH3:33])(=[O:30])[CH:28]=[O:29].C1(C)C=CC=CC=1. Given the product [O:6]1[C:11]2[CH:12]=[CH:13][C:14]([C:16]3[N:17]=[C:18]([C:21]4[CH:26]=[CH:25][CH:24]=[CH:23][CH:22]=4)[S:19][C:20]=3[CH:28]([OH:29])[C:27]([O:31][CH2:32][CH3:33])=[O:30])=[CH:15][C:10]=2[CH2:9][CH2:8][CH2:7]1, predict the reactants needed to synthesize it. (2) Given the product [Cl:31][C:19]1[C:20]([C:22]2[C:30]3[C:25](=[CH:26][CH:27]=[CH:28][CH:29]=3)[NH:24][CH:23]=2)=[N:21][C:16]([NH:15][C@@H:11]2[CH2:12][CH2:13][CH2:14][C@H:9]([NH:8][C:6](=[O:7])[C:5]3[CH:32]=[CH:33][C:2]([NH:1][C:43](=[O:47])[C:44]([CH3:46])=[CH2:45])=[CH:3][CH:4]=3)[CH2:10]2)=[N:17][CH:18]=1, predict the reactants needed to synthesize it. The reactants are: [NH2:1][C:2]1[CH:33]=[CH:32][C:5]([C:6]([NH:8][C@H:9]2[CH2:14][CH2:13][CH2:12][C@@H:11]([NH:15][C:16]3[N:21]=[C:20]([C:22]4[C:30]5[C:25](=[CH:26][CH:27]=[CH:28][CH:29]=5)[NH:24][CH:23]=4)[C:19]([Cl:31])=[CH:18][N:17]=3)[CH2:10]2)=[O:7])=[CH:4][CH:3]=1.CCN(C(C)C)C(C)C.[C:43](Cl)(=[O:47])[C:44]([CH3:46])=[CH2:45].